From a dataset of Reaction yield outcomes from USPTO patents with 853,638 reactions. Predict the reaction yield, written as a fraction of the theoretical maximum amount of product (1.0 means a 100% yield; for example, 0.34 means a 34% yield). (1) The reactants are [Cl:1][C:2]1[CH:10]=[CH:9][C:5]([C:6]([OH:8])=O)=[CH:4][N:3]=1.Cl.C(N=C=NCCCN(C)C)C.C1C=CC2N(O)N=NC=2C=1.O.[Cl:34][C:35]1[C:36]([OH:64])=[C:37]([S:42]([N:45]([CH2:50][C:51]2[CH:56]=[C:55]([CH2:57][NH:58][CH2:59][CH:60]([CH3:62])[CH3:61])[CH:54]=[C:53]([Cl:63])[CH:52]=2)[CH2:46][CH:47]([CH3:49])[CH3:48])(=[O:44])=[O:43])[CH:38]=[C:39]([Cl:41])[CH:40]=1. The yield is 0.400. The product is [Cl:1][C:2]1[CH:10]=[CH:9][C:5]([C:6]([N:58]([CH2:57][C:55]2[CH:56]=[C:51]([CH2:50][N:45]([CH2:46][CH:47]([CH3:49])[CH3:48])[S:42]([C:37]3[CH:38]=[C:39]([Cl:41])[CH:40]=[C:35]([Cl:34])[C:36]=3[OH:64])(=[O:44])=[O:43])[CH:52]=[C:53]([Cl:63])[CH:54]=2)[CH2:59][CH:60]([CH3:62])[CH3:61])=[O:8])=[CH:4][N:3]=1. The catalyst is CN(C=O)C.C([O-])(O)=O.[Na+].C(OCC)(=O)C. (2) The reactants are [Br:1][C:2]1[C:3](=[O:17])[NH:4][C:5](=[O:16])[N:6]([CH2:8][CH2:9][C:10]2[CH:15]=[CH:14][CH:13]=[CH:12][CH:11]=2)[N:7]=1.[F:18]C1C=CC=CC=1CCI.C(I)CC1C=CC=CC=1. No catalyst specified. The product is [Br:1][C:2]1[C:3](=[O:17])[NH:4][C:5](=[O:16])[N:6]([CH2:8][CH2:9][C:10]2[CH:15]=[CH:14][CH:13]=[C:12]([F:18])[CH:11]=2)[N:7]=1. The yield is 0.660. (3) The reactants are Cl[C:2]1[N:7]=[C:6]2[NH:8][N:9]=[C:10]([S:11]([CH3:14])(=[O:13])=[O:12])[C:5]2=[C:4]([O:15][CH2:16][CH3:17])[N:3]=1.[O:18]1[CH2:23][CH2:22][N:21]([C:24]2[CH:30]=[CH:29][C:27]([NH2:28])=[CH:26][CH:25]=2)[CH2:20][CH2:19]1.Cl. The catalyst is C(O)CCC. The product is [CH2:16]([O:15][C:4]1[N:3]=[C:2]([NH:28][C:27]2[CH:26]=[CH:25][C:24]([N:21]3[CH2:22][CH2:23][O:18][CH2:19][CH2:20]3)=[CH:30][CH:29]=2)[N:7]=[C:6]2[NH:8][N:9]=[C:10]([S:11]([CH3:14])(=[O:13])=[O:12])[C:5]=12)[CH3:17]. The yield is 0.0400. (4) The reactants are B(Br)(Br)Br.[Cl:5][C:6]1[CH:11]=[CH:10][C:9]([CH2:12][C:13]#[N:14])=[CH:8][C:7]=1[O:15]C.O. The catalyst is C(Cl)Cl. The product is [Cl:5][C:6]1[CH:11]=[CH:10][C:9]([CH2:12][C:13]#[N:14])=[CH:8][C:7]=1[OH:15]. The yield is 0.850. (5) The catalyst is S(=O)(=O)(O)O. The product is [Br:13][C:11]1[CH:10]=[C:6]([CH:5]=[C:4]([N+:1]([O-:3])=[O:2])[CH:12]=1)[C:7]([OH:9])=[O:8]. The reactants are [N+:1]([C:4]1[CH:5]=[C:6]([CH:10]=[CH:11][CH:12]=1)[C:7]([OH:9])=[O:8])([O-:3])=[O:2].[Br:13]N1C(=O)CCC1=O. The yield is 0.970. (6) The reactants are [Br:1][C:2]1[CH:9]=[CH:8][C:5]([CH:6]=O)=[C:4]([F:10])[CH:3]=1.[C:11]([NH2:15])([CH3:14])([CH3:13])[CH3:12]. The catalyst is C(Cl)Cl. The product is [Br:1][C:2]1[CH:9]=[CH:8][C:5]([CH:6]=[N:15][C:11]([CH3:14])([CH3:13])[CH3:12])=[C:4]([F:10])[CH:3]=1. The yield is 0.780. (7) The reactants are [CH2:1]([O:3][C@@H:4]([CH2:10][C:11]1[CH:16]=[CH:15][C:14]([O:17][CH2:18][C:19]([N:21]([CH2:30][CH3:31])[CH2:22][C:23]2[CH:28]=[CH:27][CH:26]=[CH:25][C:24]=2[F:29])=[O:20])=[CH:13][CH:12]=1)[C:5]([O:7]CC)=[O:6])[CH3:2].[Li+].[OH-].Cl. The catalyst is C(#N)C. The product is [CH2:1]([O:3][C@@H:4]([CH2:10][C:11]1[CH:16]=[CH:15][C:14]([O:17][CH2:18][C:19]([N:21]([CH2:30][CH3:31])[CH2:22][C:23]2[CH:28]=[CH:27][CH:26]=[CH:25][C:24]=2[F:29])=[O:20])=[CH:13][CH:12]=1)[C:5]([OH:7])=[O:6])[CH3:2]. The yield is 0.950. (8) The reactants are [NH2:1][C:2]1[C:7]([NH2:8])=[C:6]([C:9]2[CH:14]=[CH:13][C:12]([CH2:15][NH:16][C:17](=[O:19])[O-:18])=[C:11]([F:20])[CH:10]=2)[CH:5]=[CH:4][N:3]=1.[CH3:21][O:22][C:23]1[CH:30]=[CH:29][CH:28]=[CH:27][C:24]=1[CH:25]=O. No catalyst specified. The product is [F:20][C:11]1[CH:10]=[C:9]([C:6]2[CH:5]=[CH:4][N:3]=[C:2]3[NH:1][C:25]([C:24]4[CH:27]=[CH:28][CH:29]=[CH:30][C:23]=4[O:22][CH3:21])=[N:8][C:7]=23)[CH:14]=[CH:13][C:12]=1[CH2:15][NH:16][C:17](=[O:18])[O:19][C:6]([CH3:9])([CH3:7])[CH3:5]. The yield is 0.450. (9) The catalyst is CN(C=O)C. The product is [N:35]([C:10]1[C:9]([O:8][CH2:1][C:2]2[CH:7]=[CH:6][CH:5]=[CH:4][CH:3]=2)=[CH:24][C:13]([C:14]([O:16][CH2:17][C:18]2[CH:23]=[CH:22][CH:21]=[CH:20][CH:19]=2)=[O:15])=[C:12]([NH:25][C:26]2[CH:31]=[CH:30][CH:29]=[CH:28][C:27]=2[F:32])[C:11]=1[F:33])=[N+:36]=[N-:37]. The reactants are [CH2:1]([O:8][C:9]1[C:10](F)=[C:11]([F:33])[C:12]([NH:25][C:26]2[CH:31]=[CH:30][CH:29]=[CH:28][C:27]=2[F:32])=[C:13]([CH:24]=1)[C:14]([O:16][CH2:17][C:18]1[CH:23]=[CH:22][CH:21]=[CH:20][CH:19]=1)=[O:15])[C:2]1[CH:7]=[CH:6][CH:5]=[CH:4][CH:3]=1.[N-:35]=[N+:36]=[N-:37].[Na+].O. The yield is 0.650. (10) The reactants are Br[C:2]1[C:3]([NH2:9])=[N:4][CH:5]=[C:6]([Br:8])[N:7]=1.CC1(C)C(C)(C)BC([C:18]2[CH:19]=[C:20]([OH:24])[CH:21]=[CH:22][CH:23]=2)C1.COCOC.C(=O)([O-])[O-].[Na+].[Na+].O. The catalyst is C1C=CC([P]([Pd]([P](C2C=CC=CC=2)(C2C=CC=CC=2)C2C=CC=CC=2)([P](C2C=CC=CC=2)(C2C=CC=CC=2)C2C=CC=CC=2)[P](C2C=CC=CC=2)(C2C=CC=CC=2)C2C=CC=CC=2)(C2C=CC=CC=2)C2C=CC=CC=2)=CC=1. The product is [NH2:9][C:3]1[C:2]([C:18]2[CH:19]=[C:20]([OH:24])[CH:21]=[CH:22][CH:23]=2)=[N:7][C:6]([Br:8])=[CH:5][N:4]=1. The yield is 0.600.